From a dataset of Forward reaction prediction with 1.9M reactions from USPTO patents (1976-2016). Predict the product of the given reaction. (1) Given the reactants [H-].[Na+].[Br:3][C:4]1[C:12]2[C:7](=[CH:8][C:9]([N+:13]([O-:15])=[O:14])=[CH:10][CH:11]=2)[NH:6][CH:5]=1.[C:16]1([S:22](Cl)(=[O:24])=[O:23])[CH:21]=[CH:20][CH:19]=[CH:18][CH:17]=1, predict the reaction product. The product is: [Br:3][C:4]1[C:12]2[C:7](=[CH:8][C:9]([N+:13]([O-:15])=[O:14])=[CH:10][CH:11]=2)[N:6]([S:22]([C:16]2[CH:21]=[CH:20][CH:19]=[CH:18][CH:17]=2)(=[O:24])=[O:23])[CH:5]=1. (2) Given the reactants [Cl:1][C:2]1[CH:7]=[CH:6][C:5]([C:8]2[N:12]([CH2:13][C:14]([N:16]3[CH2:21][CH2:20][O:19][CH2:18][CH2:17]3)=[O:15])[C:11]3[CH:22]=[C:23]([C:25]([OH:27])=O)[S:24][C:10]=3[C:9]=2[CH:28]2[CH2:33][CH2:32][CH2:31][CH2:30][CH2:29]2)=[CH:4][CH:3]=1.CN.C[CH2:37][N:38](C(C)C)C(C)C.CN(C(ON1N=NC2C=CC=NC1=2)=[N+](C)C)C.F[P-](F)(F)(F)(F)F, predict the reaction product. The product is: [Cl:1][C:2]1[CH:7]=[CH:6][C:5]([C:8]2[N:12]([CH2:13][C:14]([N:16]3[CH2:17][CH2:18][O:19][CH2:20][CH2:21]3)=[O:15])[C:11]3[CH:22]=[C:23]([C:25]([NH:38][CH3:37])=[O:27])[S:24][C:10]=3[C:9]=2[CH:28]2[CH2:29][CH2:30][CH2:31][CH2:32][CH2:33]2)=[CH:4][CH:3]=1. (3) Given the reactants C1(N[C:7]2[C:12]([CH3:13])=[C:11]([CH3:14])[N:10]=[C:9]([NH:15][CH2:16][C:17]3[CH:22]=[CH:21][CH:20]=[CH:19][N:18]=3)[N:8]=2)CCCC1.[CH:23]([C:26]1[CH:31]=[CH:30][CH:29]=[C:28]([CH:32]([CH3:34])[CH3:33])[C:27]=1[NH2:35])([CH3:25])[CH3:24], predict the reaction product. The product is: [CH:32]([C:28]1[CH:29]=[CH:30][CH:31]=[C:26]([CH:23]([CH3:25])[CH3:24])[C:27]=1[NH:35][C:7]1[C:12]([CH3:13])=[C:11]([CH3:14])[N:10]=[C:9]([NH:15][CH2:16][C:17]2[CH:22]=[CH:21][CH:20]=[CH:19][N:18]=2)[N:8]=1)([CH3:34])[CH3:33]. (4) Given the reactants CC1C=CC(S(O[CH2:12][CH2:13][C@@H:14]([OH:21])[C:15]2[CH:20]=[CH:19][CH:18]=[CH:17][CH:16]=2)(=O)=O)=CC=1.[N:22]([C:25]1[CH:30]=[CH:29][CH:28]=[C:27]([CH3:31])[CH:26]=1)=[C:23]=[O:24].C1CCN2C(=NCCC2)CC1, predict the reaction product. The product is: [C:15]1([C@@H:14]2[O:21][C:23](=[O:24])[N:22]([C:25]3[CH:26]=[C:27]([CH3:31])[CH:28]=[CH:29][CH:30]=3)[CH2:12][CH2:13]2)[CH:16]=[CH:17][CH:18]=[CH:19][CH:20]=1. (5) Given the reactants [CH3:1][N:2]1[C:7](=[O:8])[CH:6]=[CH:5][C:4]([C:9](=[O:28])[CH2:10][CH:11]([C:19]2[CH:27]=[CH:26][C:22]([C:23](O)=[O:24])=[CH:21][CH:20]=2)[C:12]2[CH:17]=[CH:16][CH:15]=[CH:14][C:13]=2[CH3:18])=[CH:3]1.[NH2:29][C@@H:30]([CH3:33])[CH2:31][OH:32].F[P-](F)(F)(F)(F)F.N1(O[P+](N(C)C)(N(C)C)N(C)C)C2C=CC=CC=2N=N1, predict the reaction product. The product is: [OH:32][CH2:31][C@@H:30]([NH:29][C:23](=[O:24])[C:22]1[CH:26]=[CH:27][C:19]([CH:11]([C:12]2[CH:17]=[CH:16][CH:15]=[CH:14][C:13]=2[CH3:18])[CH2:10][C:9]([C:4]2[CH:5]=[CH:6][C:7](=[O:8])[N:2]([CH3:1])[CH:3]=2)=[O:28])=[CH:20][CH:21]=1)[CH3:33]. (6) Given the reactants [Cl:1][C:2]1[CH:11]=[C:10]([C:12](=[O:22])[CH2:13][CH2:14][C:15]2[CH:20]=[CH:19][CH:18]=[C:17]([OH:21])[CH:16]=2)[CH:9]=[CH:8][C:3]=1[C:4]([O:6]C)=[O:5].[OH-].[Na+], predict the reaction product. The product is: [Cl:1][C:2]1[CH:11]=[C:10]([C:12](=[O:22])[CH2:13][CH2:14][C:15]2[CH:20]=[CH:19][CH:18]=[C:17]([OH:21])[CH:16]=2)[CH:9]=[CH:8][C:3]=1[C:4]([OH:6])=[O:5]. (7) Given the reactants [Si]([O:8][C:9]1[C:18]([CH:19]([CH3:21])[CH3:20])=[C:17]([O:22][C:23]#[C:24][CH:25]2[CH2:27][CH2:26]2)[C:16]2[C:11](=[CH:12][CH:13]=[C:14]([F:28])[CH:15]=2)[N:10]=1)(C(C)(C)C)(C)C.O.[F-].C([NH3+])(C)(C)C.[Cl-].[Na+], predict the reaction product. The product is: [CH:25]1([C:24]#[C:23][O:22][C:17]2[C:16]3[C:11](=[CH:12][CH:13]=[C:14]([F:28])[CH:15]=3)[NH:10][C:9](=[O:8])[C:18]=2[CH:19]([CH3:21])[CH3:20])[CH2:27][CH2:26]1. (8) Given the reactants [F:1][CH:2]([F:37])[O:3][C:4]1[CH:9]=[CH:8][C:7]([C:10]2[CH:11]=[N:12][C:13]([NH:16][C:17]3[CH:18]=[CH:19][C:20]([CH3:36])=[C:21]([NH:23][C:24]([N:26]4[CH2:31][CH2:30][NH:29][CH:28]([C:32]([F:35])([F:34])[F:33])[CH2:27]4)=[O:25])[CH:22]=3)=[N:14][CH:15]=2)=[CH:6][CH:5]=1.[CH2:38]=[O:39].[O-:40]S([O-])(=O)=O.[Na+].[Na+], predict the reaction product. The product is: [F:37][CH:2]([F:1])[O:3][C:4]1[CH:5]=[CH:6][C:7]([C:10]2[CH:11]=[N:12][C:13]([NH:16][C:17]3[CH:18]=[CH:19][C:20]([CH3:36])=[C:21]([NH:23][C:24]([N:26]4[CH2:31][CH2:30][N:29]([CH3:38])[CH:28]([C:32]([F:35])([F:34])[F:33])[CH2:27]4)=[O:25])[CH:22]=3)=[N:14][CH:15]=2)=[CH:8][CH:9]=1.[C:38]([OH:40])([C:32]([F:35])([F:34])[F:33])=[O:39].